Task: Predict the reactants needed to synthesize the given product.. Dataset: Full USPTO retrosynthesis dataset with 1.9M reactions from patents (1976-2016) (1) The reactants are: Cl.Cl.[F:3][C:4]1[CH:9]=[C:8]([C:10]#[N:11])[CH:7]=[CH:6][C:5]=1[C:12]1[CH:17]=[CH:16][C:15]([O:18][C:19]([F:22])([F:21])[F:20])=[C:14]([CH2:23][NH:24][C@H:25]2[CH2:30][CH2:29][NH:28][CH2:27][C@H:26]2[C:31]2[CH:36]=[CH:35][CH:34]=[CH:33][CH:32]=2)[CH:13]=1.[CH3:37][C:38]1([CH3:49])[O:42][C:41](=[O:43])[N:40]([CH2:44][C:45](O)=[O:46])[C:39]1=[O:48].CCN=C=NCCCN(C)C.Cl.C1C=CC2N(O)N=NC=2C=1. Given the product [CH3:37][C:38]1([CH3:49])[O:42][C:41](=[O:43])[N:40]([CH2:44][C:45]([N:28]2[CH2:29][CH2:30][C@H:25]([NH:24][CH2:23][C:14]3[CH:13]=[C:12]([C:5]4[CH:6]=[CH:7][C:8]([C:10]#[N:11])=[CH:9][C:4]=4[F:3])[CH:17]=[CH:16][C:15]=3[O:18][C:19]([F:21])([F:22])[F:20])[C@H:26]([C:31]3[CH:32]=[CH:33][CH:34]=[CH:35][CH:36]=3)[CH2:27]2)=[O:46])[C:39]1=[O:48], predict the reactants needed to synthesize it. (2) Given the product [NH2:14][C:3]1[C:4]([O:12][CH3:13])=[CH:5][CH:6]=[C:7]([C:8]([F:11])([F:10])[F:9])[C:2]=1[C:16]#[N:17], predict the reactants needed to synthesize it. The reactants are: Br[C:2]1[C:7]([C:8]([F:11])([F:10])[F:9])=[CH:6][CH:5]=[C:4]([O:12][CH3:13])[C:3]=1[NH2:14].[Cu][C:16]#[N:17]. (3) The reactants are: C([O:3][C:4](=O)[CH2:5][C:6]1([CH2:10][C:11](OCC)=[O:12])[CH2:9][O:8][CH2:7]1)C.[Cl-].[NH4+]. Given the product [OH:3][CH2:4][CH2:5][C:6]1([CH2:10][CH2:11][OH:12])[CH2:9][O:8][CH2:7]1, predict the reactants needed to synthesize it. (4) Given the product [CH2:1]([C:5]1[N:6]=[C:7]([CH2:27][CH3:28])[N:8]([CH2:30][C:31](=[O:36])[C:32]([CH3:35])([CH3:34])[CH3:33])[C:9](=[O:26])[C:10]=1[CH2:11][C:12]1[CH:17]=[CH:16][C:15]([C:18]2[C:19]([C:24]#[N:25])=[CH:20][CH:21]=[CH:22][CH:23]=2)=[CH:14][CH:13]=1)[CH2:2][CH2:3][CH3:4], predict the reactants needed to synthesize it. The reactants are: [CH2:1]([C:5]1[N:6]=[C:7]([CH2:27][CH3:28])[NH:8][C:9](=[O:26])[C:10]=1[CH2:11][C:12]1[CH:17]=[CH:16][C:15]([C:18]2[C:19]([C:24]#[N:25])=[CH:20][CH:21]=[CH:22][CH:23]=2)=[CH:14][CH:13]=1)[CH2:2][CH2:3][CH3:4].Br[CH2:30][C:31](=[O:36])[C:32]([CH3:35])([CH3:34])[CH3:33].C(=O)([O-])[O-].[Cs+].[Cs+]. (5) Given the product [O:1]1[C:8]2[CH:7]=[C:6]([C:9]([O:11][CH2:12][CH2:13][CH2:14][CH2:15][CH3:16])=[O:10])[NH:5][C:4]=2[CH:3]=[CH:2]1, predict the reactants needed to synthesize it. The reactants are: [O:1]1[C:8]2[CH:7]=[C:6]([C:9]([OH:11])=[O:10])[NH:5][C:4]=2[CH:3]=[CH:2]1.[CH2:12](O)[CH2:13][CH2:14][CH2:15][CH3:16]. (6) Given the product [CH2:9]([O:8][C:6]1[CH:7]=[C:2]([O:27][C:21]2[CH:22]=[C:23]([F:26])[CH:24]=[CH:25][C:20]=2[F:19])[N:3]=[CH:4][N:5]=1)[C:10]#[C:11][CH3:12], predict the reactants needed to synthesize it. The reactants are: Cl[C:2]1[CH:7]=[C:6]([O:8][CH2:9][C:10]#[C:11][CH3:12])[N:5]=[CH:4][N:3]=1.C(=O)([O-])[O-].[K+].[K+].[F:19][C:20]1[CH:25]=[CH:24][C:23]([F:26])=[CH:22][C:21]=1[OH:27].[Cl-].[NH4+]. (7) Given the product [Cl:1][C:2]1[CH:7]=[CH:6][CH:5]=[CH:4][C:3]=1[CH:8]([C:19]1[CH:20]=[CH:21][C:28](=[O:31])[N:23]([CH3:22])[CH:24]=1)[CH2:9][C:10]([C:12]1[CH:13]=[CH:14][C:15](=[O:18])[N:16]([CH3:27])[CH:17]=1)=[O:11], predict the reactants needed to synthesize it. The reactants are: [Cl:1][C:2]1[CH:7]=[CH:6][CH:5]=[CH:4][C:3]=1[CH:8]([C:19]1[CH:20]=[CH:21][C:22](=O)[NH:23][CH:24]=1)[CH2:9][C:10]([C:12]1[CH:13]=[CH:14][C:15](=[O:18])[NH:16][CH:17]=1)=[O:11].I[CH3:27].[C:28](=[O:31])([O-])[O-].[K+].[K+]. (8) Given the product [CH2:21]([O:20][C:17]1[CH:18]=[CH:19][C:14]([CH:11]2[CH2:10][CH2:9][NH:8][CH2:13][CH2:12]2)=[CH:15][CH:16]=1)[CH2:22][CH3:23], predict the reactants needed to synthesize it. The reactants are: C([N:8]1[CH2:13][CH:12]=[C:11]([C:14]2[CH:19]=[CH:18][C:17]([O:20][CH2:21][CH2:22][CH3:23])=[CH:16][CH:15]=2)[CH2:10][CH2:9]1)C1C=CC=CC=1.C([O-])=O.[NH4+]. (9) Given the product [OH:23][CH2:22][C@@H:4]([NH:3][CH2:25][C@H:26]([OH:24])[CH2:27][O:28][C:29]1[CH:34]=[CH:33][CH:32]=[CH:31][C:30]=1[Cl:35])[CH2:5][C:6]1[CH:7]=[CH:8][C:9]([O:10][C:11]2[N:19]=[CH:18][CH:17]=[CH:16][C:12]=2[C:13]([NH2:15])=[O:14])=[CH:20][CH:21]=1, predict the reactants needed to synthesize it. The reactants are: Cl.Cl.[NH2:3][C@H:4]([CH2:22][OH:23])[CH2:5][C:6]1[CH:21]=[CH:20][C:9]([O:10][C:11]2[N:19]=[CH:18][CH:17]=[CH:16][C:12]=2[C:13]([NH2:15])=[O:14])=[CH:8][CH:7]=1.[O:24]1[C@H:26]([CH2:27][O:28][C:29]2[CH:34]=[CH:33][CH:32]=[CH:31][C:30]=2[Cl:35])[CH2:25]1.C(N(CC)C(C)C)(C)C. (10) Given the product [Cl:15][C:2]1[S:3][C:4]([S:7][CH2:8][CH3:9])=[N:5][N:6]=1, predict the reactants needed to synthesize it. The reactants are: N[C:2]1[S:3][C:4]([S:7][CH2:8][CH3:9])=[N:5][N:6]=1.N([O-])=O.[Na+].C(Cl)(Cl)[Cl:15].